This data is from Full USPTO retrosynthesis dataset with 1.9M reactions from patents (1976-2016). The task is: Predict the reactants needed to synthesize the given product. (1) Given the product [Cl:1][C:2]1[C:3]([C:23]2[N:27]3[CH:28]=[CH:29][CH:30]=[CH:31][C:26]3=[N:25][CH:24]=2)=[N:4][C:5]([NH:8][C:9]2[CH:14]=[CH:13][C:12]([N:15]3[CH2:16][CH2:17][N:18]([CH2:34][C@@H:33]([OH:32])[CH2:35][OH:36])[CH2:19][CH2:20]3)=[CH:11][C:10]=2[O:21][CH3:22])=[N:6][CH:7]=1, predict the reactants needed to synthesize it. The reactants are: [Cl:1][C:2]1[C:3]([C:23]2[N:27]3[CH:28]=[CH:29][CH:30]=[CH:31][C:26]3=[N:25][CH:24]=2)=[N:4][C:5]([NH:8][C:9]2[CH:14]=[CH:13][C:12]([N:15]3[CH2:20][CH2:19][NH:18][CH2:17][CH2:16]3)=[CH:11][C:10]=2[O:21][CH3:22])=[N:6][CH:7]=1.[O:32]1[CH2:34][C@@H:33]1[CH2:35][OH:36]. (2) Given the product [NH2:1][C:2]1[N:7]=[C:6]([C:8]2[S:12][C:11]([CH:13]3[CH2:14][CH2:15][NH:16][CH2:17][CH2:18]3)=[N:10][C:9]=2[C:26]2[C:27]([F:41])=[C:28]([NH:32][S:33]([C:36]3[CH:40]=[CH:39][O:38][CH:37]=3)(=[O:34])=[O:35])[CH:29]=[CH:30][CH:31]=2)[CH:5]=[CH:4][N:3]=1, predict the reactants needed to synthesize it. The reactants are: [NH2:1][C:2]1[N:7]=[C:6]([C:8]2[S:12][C:11]([CH:13]3[CH2:18][CH2:17][N:16](C(OC(C)(C)C)=O)[CH2:15][CH2:14]3)=[N:10][C:9]=2[C:26]2[CH:31]=[CH:30][CH:29]=[C:28]([NH:32][S:33]([C:36]3[CH:40]=[CH:39][O:38][CH:37]=3)(=[O:35])=[O:34])[C:27]=2[F:41])[CH:5]=[CH:4][N:3]=1.C(O)(C(F)(F)F)=O. (3) Given the product [O:4]1[CH2:5][CH2:6][CH:3]1[CH2:2][N:11]1[C:7](=[O:17])[C:8]2[C:9](=[CH:13][CH:14]=[CH:15][CH:16]=2)[C:10]1=[O:12], predict the reactants needed to synthesize it. The reactants are: O[CH2:2][CH:3]1[CH2:6][CH2:5][O:4]1.[C:7]1(=[O:17])[NH:11][C:10](=[O:12])[C:9]2=[CH:13][CH:14]=[CH:15][CH:16]=[C:8]12.C1(P(C2C=CC=CC=2)C2C=CC=CC=2)C=CC=CC=1.N(C(OC(C)C)=O)=NC(OC(C)C)=O. (4) Given the product [CH3:24][O:23][C:3]1[CH:4]=[C:5]2[C:10](=[CH:11][C:2]=1[O:1][CH2:26][CH2:27][N:28]1[CH2:33][CH2:32][O:31][CH2:30][CH2:29]1)[N:9]=[CH:8][N:7]=[C:6]2[O:12][C:13]1[CH:14]=[C:15]2[C:19](=[CH:20][CH:21]=1)[NH:18][C:17]([CH3:22])=[CH:16]2, predict the reactants needed to synthesize it. The reactants are: [OH:1][C:2]1[CH:11]=[C:10]2[C:5]([C:6]([O:12][C:13]3[CH:14]=[C:15]4[C:19](=[CH:20][CH:21]=3)[NH:18][C:17]([CH3:22])=[CH:16]4)=[N:7][CH:8]=[N:9]2)=[CH:4][C:3]=1[O:23][CH3:24].O[CH2:26][CH2:27][N:28]1[CH2:33][CH2:32][O:31][CH2:30][CH2:29]1. (5) Given the product [NH:14]1[CH2:13][CH2:12][C:11](=[CH:10][C:9]#[C:8][C:4]2[CH:5]=[CH:6][C:7]([C:2]#[N:3])=[N:18][CH:17]=2)[CH2:16][CH2:15]1, predict the reactants needed to synthesize it. The reactants are: C[C:2]1[CH:7]=[CH:6][CH:5]=[C:4]([C:8]#[C:9][CH:10]=[C:11]2[CH2:16][CH2:15][NH:14][CH2:13][CH2:12]2)[N:3]=1.[C:17](C1C=C(C#CC=C2CCN(C(OC(C)(C)C)=O)CC2)C=NC=1)#[N:18]. (6) Given the product [F:16][C:6]1[CH:5]=[C:4]([C:17]2[CH:22]=[CH:21][C:20]([S:23]([CH3:26])(=[O:25])=[O:24])=[CH:19][CH:18]=2)[CH:3]=[C:2]([F:1])[C:7]=1[O:8][CH:9]1[CH2:10][CH2:11][CH:12]([NH:15][C:33](=[O:38])[CH2:34][CH:35]([CH3:37])[CH3:36])[CH2:13][CH2:14]1, predict the reactants needed to synthesize it. The reactants are: [F:1][C:2]1[CH:3]=[C:4]([C:17]2[CH:22]=[CH:21][C:20]([S:23]([CH3:26])(=[O:25])=[O:24])=[CH:19][CH:18]=2)[CH:5]=[C:6]([F:16])[C:7]=1[O:8][CH:9]1[CH2:14][CH2:13][CH:12]([NH2:15])[CH2:11][CH2:10]1.C([O-])([O-])=O.[K+].[K+].[C:33](Cl)(=[O:38])[CH2:34][CH:35]([CH3:37])[CH3:36]. (7) Given the product [NH2:15][C:11]1[CH:10]=[C:9]([N:6]2[CH2:7][CH2:8][N:3]([CH2:1][CH3:2])[CH2:4][C:5]2=[O:18])[CH:14]=[CH:13][CH:12]=1.[CH2:52]([N:49]1[CH2:50][CH2:51][N:46]([C:42]2[CH:43]=[CH:44][CH:45]=[C:40]([NH:39][C:20]3[N:38]=[C:23]4[C:24]([C:28]5[CH:33]=[CH:32][C:31]([S:34]([CH3:37])(=[O:36])=[O:35])=[CH:30][CH:29]=5)=[CH:25][CH:26]=[CH:27][N:22]4[N:21]=3)[CH:41]=2)[C:47](=[O:54])[CH2:48]1)[CH3:53], predict the reactants needed to synthesize it. The reactants are: [CH2:1]([N:3]1[CH2:8][CH2:7][N:6]([C:9]2[CH:14]=[CH:13][CH:12]=[C:11]([N+:15]([O-])=O)[CH:10]=2)[C:5](=[O:18])[CH2:4]1)[CH3:2].Cl[C:20]1[N:38]=[C:23]2[C:24]([C:28]3[CH:33]=[CH:32][C:31]([S:34]([CH3:37])(=[O:36])=[O:35])=[CH:30][CH:29]=3)=[CH:25][CH:26]=[CH:27][N:22]2[N:21]=1.[NH2:39][C:40]1[CH:41]=[C:42]([N:46]2[CH2:51][CH2:50][N:49]([CH2:52][CH3:53])[CH2:48][C:47]2=[O:54])[CH:43]=[CH:44][CH:45]=1.C1(P(C2CCCCC2)C2C=CC=CC=2C2C=CC=CC=2P(C2CCCCC2)C2CCCCC2)CCCCC1.